Predict the product of the given reaction. From a dataset of Forward reaction prediction with 1.9M reactions from USPTO patents (1976-2016). (1) Given the reactants [C:1]([C:5]1[N:6]=[C:7]([NH:10][C:11]([C:13]2[CH:24]=[CH:23][N:16]3[C:17](=[O:22])[CH2:18][C:19](=O)[N:20]=[C:15]3[CH:14]=2)=[O:12])[S:8][CH:9]=1)([CH3:4])([CH3:3])[CH3:2].C(N(C(C)C)CC)(C)C.P(Cl)(OC1C=CC=CC=1)(OC1C=CC=CC=1)=O.FC(F)(F)C(O)=O.[CH3:58][N:59]([CH3:68])[C:60]([CH:62]1[CH2:67][CH2:66][CH2:65][NH:64][CH2:63]1)=[O:61].C(=O)([O-])O.[Na+], predict the reaction product. The product is: [C:1]([C:5]1[N:6]=[C:7]([NH:10][C:11]([C:13]2[CH:24]=[CH:23][N:16]3[C:17](=[O:22])[CH:18]=[C:19]([N:64]4[CH2:65][CH2:66][CH2:67][CH:62]([C:60]([N:59]([CH3:68])[CH3:58])=[O:61])[CH2:63]4)[N:20]=[C:15]3[CH:14]=2)=[O:12])[S:8][CH:9]=1)([CH3:2])([CH3:4])[CH3:3]. (2) Given the reactants [N:1]1([C@H:6]2[CH2:10][CH2:9][CH2:8][C@H:7]2[NH2:11])[CH2:5][CH2:4][CH2:3][CH2:2]1.[F:12][C:13]1[CH:21]=[C:20]([C:22]([F:25])([F:24])[F:23])[CH:19]=[C:18]([C:26]([F:29])([F:28])[F:27])[C:14]=1[C:15](O)=[O:16], predict the reaction product. The product is: [F:12][C:13]1[CH:21]=[C:20]([C:22]([F:24])([F:25])[F:23])[CH:19]=[C:18]([C:26]([F:27])([F:28])[F:29])[C:14]=1[C:15]([NH:11][C@@H:7]1[CH2:8][CH2:9][CH2:10][C@@H:6]1[N:1]1[CH2:2][CH2:3][CH2:4][CH2:5]1)=[O:16]. (3) Given the reactants Cl[C:2]1[N:7]=[CH:6][N:5]=[C:4]([N:8]2[CH2:13][CH2:12][N:11]([C:14]([O:16][C:17]([CH3:20])([CH3:19])[CH3:18])=[O:15])[CH2:10][CH2:9]2)[CH:3]=1.[F:21][C:22]1[CH:23]=[C:24](B(O)O)[CH:25]=[CH:26][CH:27]=1.C(=O)([O-])[O-].[Na+].[Na+].C1(C)C=CC=CC=1, predict the reaction product. The product is: [F:21][C:22]1[CH:27]=[C:26]([C:2]2[N:7]=[CH:6][N:5]=[C:4]([N:8]3[CH2:13][CH2:12][N:11]([C:14]([O:16][C:17]([CH3:20])([CH3:19])[CH3:18])=[O:15])[CH2:10][CH2:9]3)[CH:3]=2)[CH:25]=[CH:24][CH:23]=1. (4) Given the reactants [Br:1][C:2]1[CH:7]=[CH:6][C:5]([N+:8]([O-:10])=[O:9])=[C:4](F)[CH:3]=1.[NH2:12][CH2:13][CH2:14][OH:15], predict the reaction product. The product is: [Br:1][C:2]1[CH:7]=[CH:6][C:5]([N+:8]([O-:10])=[O:9])=[C:4]([NH:12][CH2:13][CH2:14][OH:15])[CH:3]=1. (5) Given the reactants CI.[N+:3]([C:6]1[CH:14]=[CH:13][C:9]([C:10]([OH:12])=[O:11])=[CH:8][C:7]=1[C:15]([F:18])([F:17])[F:16])([O-:5])=[O:4].[C:19](=O)([O-])[O-].[K+].[K+].C(OCC)C, predict the reaction product. The product is: [N+:3]([C:6]1[CH:14]=[CH:13][C:9]([C:10]([O:12][CH3:19])=[O:11])=[CH:8][C:7]=1[C:15]([F:16])([F:17])[F:18])([O-:5])=[O:4]. (6) Given the reactants [H-].[Na+].[NH2:3][C:4]1[N:9]([CH3:10])[C:8](=[O:11])[NH:7][C:6](=[O:12])[CH:5]=1.[H][H].[C:15]([O:18][C@H:19]([CH3:25])[CH2:20][CH2:21][CH2:22][CH2:23]Cl)(=[O:17])[CH3:16].[Cl-].[Na+], predict the reaction product. The product is: [C:15]([O:18][C@H:19]([CH3:25])[CH2:20][CH2:21][CH2:22][CH2:23][N:7]1[C:6](=[O:12])[CH:5]=[C:4]([NH2:3])[N:9]([CH3:10])[C:8]1=[O:11])(=[O:17])[CH3:16]. (7) Given the reactants C(O[C:6](=[O:18])[CH2:7][C:8]([C:10]1[CH:15]=[CH:14][N:13]=[C:12]([S:16][CH3:17])[N:11]=1)=O)(C)(C)C.Cl.Cl.[NH:21]1[CH2:25][CH2:24][CH2:23][NH:22]1.C(N(CC)CC)C, predict the reaction product. The product is: [CH3:17][S:16][C:12]1[N:11]=[C:10]([C:8]2[N:22]3[CH2:23][CH2:24][CH2:25][N:21]3[C:6](=[O:18])[CH:7]=2)[CH:15]=[CH:14][N:13]=1. (8) Given the reactants [Br:1][C:2]1[C:3]([F:15])=[C:4]2[C:8](=[C:9]([F:11])[CH:10]=1)[NH:7][N:6]=[C:5]2C(O)=O, predict the reaction product. The product is: [Br:1][C:2]1[C:3]([F:15])=[C:4]2[C:8](=[C:9]([F:11])[CH:10]=1)[NH:7][N:6]=[CH:5]2. (9) Given the reactants [CH3:1][N:2]1[C:6]([CH2:7][O:8][C:9]2[CH:17]=[CH:16][C:12]([C:13]([OH:15])=O)=[CH:11][N:10]=2)=[C:5]([C:18]2[CH:23]=[CH:22][CH:21]=[CH:20][CH:19]=2)[N:4]=[N:3]1.[NH2:24][N:25]1[CH2:30][CH2:29][O:28][CH2:27][CH2:26]1, predict the reaction product. The product is: [CH3:1][N:2]1[C:6]([CH2:7][O:8][C:9]2[CH:17]=[CH:16][C:12]([C:13]([NH:24][N:25]3[CH2:30][CH2:29][O:28][CH2:27][CH2:26]3)=[O:15])=[CH:11][N:10]=2)=[C:5]([C:18]2[CH:23]=[CH:22][CH:21]=[CH:20][CH:19]=2)[N:4]=[N:3]1. (10) Given the reactants C(OC(=O)[NH:7][CH2:8][C:9]1[CH:14]=[CH:13][C:12]([O:15][CH2:16][C:17](=[O:20])[NH:18][CH3:19])=[C:11]([CH:21]2[CH2:26][CH2:25][N:24]([C:27]([C:29]3[C:37]4[C:32](=[C:33]([O:38][C:39]([F:42])([F:41])[F:40])[CH:34]=[CH:35][CH:36]=4)[N:31]([CH2:43][CH2:44][O:45][CH3:46])[CH:30]=3)=[O:28])[CH2:23][CH2:22]2)[CH:10]=1)(C)(C)C.[ClH:48], predict the reaction product. The product is: [ClH:48].[NH2:7][CH2:8][C:9]1[CH:14]=[CH:13][C:12]([O:15][CH2:16][C:17]([NH:18][CH3:19])=[O:20])=[C:11]([CH:21]2[CH2:26][CH2:25][N:24]([C:27]([C:29]3[C:37]4[C:32](=[C:33]([O:38][C:39]([F:42])([F:40])[F:41])[CH:34]=[CH:35][CH:36]=4)[N:31]([CH2:43][CH2:44][O:45][CH3:46])[CH:30]=3)=[O:28])[CH2:23][CH2:22]2)[CH:10]=1.